Dataset: Forward reaction prediction with 1.9M reactions from USPTO patents (1976-2016). Task: Predict the product of the given reaction. (1) Given the reactants [Cl:1][C:2]1[CH:3]=[C:4]([O:9][C:10]2[CH:17]=[CH:16][C:13]([CH:14]=O)=[CH:12][CH:11]=2)[CH:5]=[CH:6][C:7]=1[CH3:8].[H-].[Na+].[CH2:20]1COCC1, predict the reaction product. The product is: [Cl:1][C:2]1[CH:3]=[C:4]([O:9][C:10]2[CH:17]=[CH:16][C:13]([CH:14]=[CH2:20])=[CH:12][CH:11]=2)[CH:5]=[CH:6][C:7]=1[CH3:8]. (2) Given the reactants [Li]CCCC.CCCCCC.[CH3:12][N:13]1[CH:17]=[CH:16][N:15]=[CH:14]1.Cl[Si](CC)(CC)CC.[Cl:26][C:27]1[N:36]=[C:35]([C:37]2[CH:42]=[CH:41][CH:40]=[C:39]([Cl:43])[CH:38]=2)[C:34]2[C:29](=[CH:30][CH:31]=[C:32]([C:44]([C:46]3[CH:51]=[CH:50][C:49]([F:52])=[CH:48][CH:47]=3)=[O:45])[CH:33]=2)[N:28]=1, predict the reaction product. The product is: [Cl:26][C:27]1[N:36]=[C:35]([C:37]2[CH:42]=[CH:41][CH:40]=[C:39]([Cl:43])[CH:38]=2)[C:34]2[C:29](=[CH:30][CH:31]=[C:32]([C:44]([C:46]3[CH:47]=[CH:48][C:49]([F:52])=[CH:50][CH:51]=3)([C:17]3[N:13]([CH3:12])[CH:14]=[N:15][CH:16]=3)[OH:45])[CH:33]=2)[N:28]=1. (3) Given the reactants [H-].[Al+3].[Li+].[H-].[H-].[H-].[C:7]([N:26]1[CH2:33][CH2:32][CH2:31][C@@H:27]1[C:28]([NH2:30])=O)([C:20]1[CH:25]=[CH:24][CH:23]=[CH:22][CH:21]=1)([C:14]1[CH:19]=[CH:18][CH:17]=[CH:16][CH:15]=1)[C:8]1[CH:13]=[CH:12][CH:11]=[CH:10][CH:9]=1.O.[OH-].[Na+], predict the reaction product. The product is: [C:7]([N:26]1[CH2:33][CH2:32][CH2:31][C@@H:27]1[CH2:28][NH2:30])([C:14]1[CH:15]=[CH:16][CH:17]=[CH:18][CH:19]=1)([C:20]1[CH:25]=[CH:24][CH:23]=[CH:22][CH:21]=1)[C:8]1[CH:9]=[CH:10][CH:11]=[CH:12][CH:13]=1. (4) Given the reactants C([O:8][C:9]1[CH:14]=[CH:13][C:12]([C:15]2[O:16][C:17]([CH3:36])=[C:18]([CH2:20][CH2:21][O:22][C:23]3[CH:35]=[CH:34][C:26]([O:27][C:28]([CH3:33])([CH3:32])[C:29]([OH:31])=[O:30])=[CH:25][CH:24]=3)[N:19]=2)=[CH:11][CH:10]=1)C1C=CC=CC=1, predict the reaction product. The product is: [OH:8][C:9]1[CH:14]=[CH:13][C:12]([C:15]2[O:16][C:17]([CH3:36])=[C:18]([CH2:20][CH2:21][O:22][C:23]3[CH:35]=[CH:34][C:26]([O:27][C:28]([CH3:32])([CH3:33])[C:29]([OH:31])=[O:30])=[CH:25][CH:24]=3)[N:19]=2)=[CH:11][CH:10]=1. (5) Given the reactants [NH2:1][C@:2]([CH3:13])([CH2:5][CH2:6][C:7]1[N:8]([CH3:12])[CH:9]=[CH:10][CH:11]=1)[CH2:3][OH:4].[OH-:14].[Na+].C(N([CH2:21][CH3:22])CC)C.[C:23](OC(=O)C)(=[O:25])[CH3:24], predict the reaction product. The product is: [C:23]([O:4][CH2:3][C@@:2]([NH:1][C:21](=[O:14])[CH3:22])([CH3:13])[CH2:5][CH2:6][C:7]1[N:8]([CH3:12])[CH:9]=[CH:10][CH:11]=1)(=[O:25])[CH3:24]. (6) Given the reactants Br[C:2]1[CH:3]=[CH:4][C:5]([N:8]2[CH2:12][CH2:11][C:10]3([CH2:17][CH2:16][O:15][CH2:14][CH2:13]3)[C:9]2=[O:18])=[N:6][CH:7]=1.[CH3:19][C@H:20]1[CH2:24][CH2:23][CH2:22][N:21]1[C@H:25]1[CH2:29][CH2:28][NH:27][CH2:26]1.CC(C)([O-])C.[Na+], predict the reaction product. The product is: [CH3:19][C@H:20]1[CH2:24][CH2:23][CH2:22][N:21]1[C@H:25]1[CH2:29][CH2:28][N:27]([C:2]2[CH:3]=[CH:4][C:5]([N:8]3[CH2:12][CH2:11][C:10]4([CH2:17][CH2:16][O:15][CH2:14][CH2:13]4)[C:9]3=[O:18])=[N:6][CH:7]=2)[CH2:26]1. (7) Given the reactants C[O:2][C:3]1[N:12]=[CH:11][CH:10]=[C:9]2[C:4]=1[CH:5]=[C:6]([C:23]1[CH:28]=[CH:27][CH:26]=[CH:25][CH:24]=1)[C:7]([C:13]1[CH:18]=[CH:17][C:16]([C:19]([NH2:22])([CH3:21])[CH3:20])=[CH:15][CH:14]=1)=[N:8]2.Cl.C(=O)(O)[O-], predict the reaction product. The product is: [NH2:22][C:19]([C:16]1[CH:15]=[CH:14][C:13]([C:7]2[C:6]([C:23]3[CH:28]=[CH:27][CH:26]=[CH:25][CH:24]=3)=[CH:5][C:4]3[C:3](=[O:2])[NH:12][CH:11]=[CH:10][C:9]=3[N:8]=2)=[CH:18][CH:17]=1)([CH3:21])[CH3:20]. (8) The product is: [C:21]([C:23]1[CH:24]=[C:25]([CH:29]=[CH:30][CH:31]=1)[C:26]([NH:1][CH2:2][C@@H:3]([OH:20])[CH2:4][N:5]1[CH2:10][CH2:9][CH:8]([O:11][C:12]2[CH:17]=[CH:16][C:15]([Cl:18])=[C:14]([Cl:19])[CH:13]=2)[CH2:7][CH2:6]1)=[O:27])#[N:22]. Given the reactants [NH2:1][CH2:2][C@@H:3]([OH:20])[CH2:4][N:5]1[CH2:10][CH2:9][CH:8]([O:11][C:12]2[CH:17]=[CH:16][C:15]([Cl:18])=[C:14]([Cl:19])[CH:13]=2)[CH2:7][CH2:6]1.[C:21]([C:23]1[CH:24]=[C:25]([CH:29]=[CH:30][CH:31]=1)[C:26](O)=[O:27])#[N:22], predict the reaction product.